This data is from Reaction yield outcomes from USPTO patents with 853,638 reactions. The task is: Predict the reaction yield, written as a fraction of the theoretical maximum amount of product (1.0 means a 100% yield; for example, 0.34 means a 34% yield). (1) The reactants are [OH:1][CH:2]([CH2:14][CH2:15][CH2:16][CH2:17][CH2:18][CH2:19][CH2:20][CH3:21])[CH2:3][O:4][C:5]1[CH:10]=[CH:9][C:8]([N+:11]([O-])=O)=[CH:7][CH:6]=1.[H][H]. The catalyst is C(OCC)(=O)C.[Pd]. The product is [OH:1][CH:2]([CH2:14][CH2:15][CH2:16][CH2:17][CH2:18][CH2:19][CH2:20][CH3:21])[CH2:3][O:4][C:5]1[CH:10]=[CH:9][C:8]([NH2:11])=[CH:7][CH:6]=1. The yield is 1.00. (2) The reactants are [NH2:1][C:2]1[CH:15]=[CH:14][C:5]([O:6][C:7]2[N:12]=[CH:11][N:10]=[C:9]([NH2:13])[CH:8]=2)=[CH:4][CH:3]=1.[C:16]1([N:22]=[C:23]=[O:24])[CH:21]=[CH:20][CH:19]=[CH:18][CH:17]=1.O. The catalyst is CN(C)C=O.C(OCC)(=O)C.CCCCCC. The product is [NH2:13][C:9]1[N:10]=[CH:11][N:12]=[C:7]([O:6][C:5]2[CH:14]=[CH:15][C:2]([NH:1][C:23]([NH:22][C:16]3[CH:21]=[CH:20][CH:19]=[CH:18][CH:17]=3)=[O:24])=[CH:3][CH:4]=2)[CH:8]=1. The yield is 0.690. (3) The reactants are [Cl:1][C:2]1[CH:33]=[C:32]([Cl:34])[CH:31]=[CH:30][C:3]=1[CH2:4][O:5][C:6]1[CH:11]=[C:10]([O:12][CH2:13][CH2:14][O:15][CH3:16])[CH:9]=[CH:8][C:7]=1/[CH:17]=[CH:18]/[C:19]([NH:21][S:22]([CH2:25][CH2:26][CH2:27][CH2:28][CH3:29])(=[O:24])=[O:23])=[O:20]. The catalyst is CO.O1CCCC1. The product is [Cl:1][C:2]1[CH:33]=[C:32]([Cl:34])[CH:31]=[CH:30][C:3]=1[CH2:4][O:5][C:6]1[CH:11]=[C:10]([O:12][CH2:13][CH2:14][O:15][CH3:16])[CH:9]=[CH:8][C:7]=1[CH2:17][CH2:18][C:19]([NH:21][S:22]([CH2:25][CH2:26][CH2:27][CH2:28][CH3:29])(=[O:23])=[O:24])=[O:20]. The yield is 0.600. (4) The yield is 0.950. The product is [NH2:1][C:2]1[C:7]([C:8]2[CH:17]=[CH:16][C:11]([C:12]([O:14][CH3:15])=[O:13])=[C:10]([F:18])[CH:9]=2)=[CH:6][C:5]([Br:26])=[CH:4][N:3]=1. The catalyst is C(#N)C. The reactants are [NH2:1][C:2]1[C:7]([C:8]2[CH:17]=[CH:16][C:11]([C:12]([O:14][CH3:15])=[O:13])=[C:10]([F:18])[CH:9]=2)=[CH:6][CH:5]=[CH:4][N:3]=1.C1C(=O)N([Br:26])C(=O)C1. (5) The reactants are [CH:1]1[CH:10]=[C:9]2[C:11]([O:13][C:14](=[O:15])[C:7]3=[C:8]2[C:3](=[CH:4][C:5]([N+:16]([O-:18])=[O:17])=[CH:6]3)[CH:2]=1)=O.[CH:19]1[C:28]2[C:23](=[CH:24][CH:25]=[CH:26][CH:27]=2)[CH:22]=[CH:21][C:20]=1[CH2:29][NH2:30]. The catalyst is C(O)C. The product is [CH:19]1[C:28]2[C:23](=[CH:24][CH:25]=[CH:26][CH:27]=2)[CH:22]=[CH:21][C:20]=1[CH2:29][N:30]1[C:14](=[O:15])[C:7]2[CH:6]=[C:5]([N+:16]([O-:18])=[O:17])[CH:4]=[C:3]3[C:8]=2[C:9](=[CH:10][CH:1]=[CH:2]3)[C:11]1=[O:13]. The yield is 0.960.